This data is from Forward reaction prediction with 1.9M reactions from USPTO patents (1976-2016). The task is: Predict the product of the given reaction. (1) Given the reactants [Cl:1][C:2]1[CH:3]=[CH:4][C:5]([N+:24]([O-])=O)=[C:6]([CH:23]=1)[C:7]([NH:9][C:10]1[CH:14]=[CH:13][N:12]([C:15]2[CH:20]=[CH:19][C:18]([CH3:21])=[C:17]([CH3:22])[CH:16]=2)[N:11]=1)=[O:8], predict the reaction product. The product is: [NH2:24][C:5]1[CH:4]=[CH:3][C:2]([Cl:1])=[CH:23][C:6]=1[C:7]([NH:9][C:10]1[CH:14]=[CH:13][N:12]([C:15]2[CH:20]=[CH:19][C:18]([CH3:21])=[C:17]([CH3:22])[CH:16]=2)[N:11]=1)=[O:8]. (2) Given the reactants [F:1][C:2]1[CH:17]=[C:16]([N+:18]([O-])=O)[C:15]([O:21][CH3:22])=[CH:14][C:3]=1[C:4]([NH:6][CH:7]1[CH2:12][CH2:11][N:10]([CH3:13])[CH2:9][CH2:8]1)=[O:5].Cl.[H][H], predict the reaction product. The product is: [NH2:18][C:16]1[C:15]([O:21][CH3:22])=[CH:14][C:3]([C:4]([NH:6][CH:7]2[CH2:12][CH2:11][N:10]([CH3:13])[CH2:9][CH2:8]2)=[O:5])=[C:2]([F:1])[CH:17]=1. (3) Given the reactants F[P-](F)(F)(F)(F)F.Br[P+](N1CCCC1)(N1CCCC1)N1CCCC1.[F:25][C:26]1[CH:27]=[C:28]([CH2:33][C@@H:34]([CH2:38][NH:39][C:40]([O:42][CH2:43][C:44]2[CH:49]=[CH:48][CH:47]=[CH:46][CH:45]=2)=[O:41])[C:35]([OH:37])=O)[CH:29]=[CH:30][C:31]=1[F:32].NCC(CC1C=CC=CC=1)C([NH:55][C:56]1[S:57][C:58]([Cl:68])=[C:59]([C:61]2[N:65]([CH3:66])[N:64]=[CH:63][C:62]=2[Cl:67])[CH:60]=1)=O.C(N(CC)C(C)C)(C)C, predict the reaction product. The product is: [Cl:68][C:58]1[S:57][C:56]([NH:55][C:35](=[O:37])[C@@H:34]([CH2:33][C:28]2[CH:29]=[CH:30][C:31]([F:32])=[C:26]([F:25])[CH:27]=2)[CH2:38][NH:39][C:40](=[O:41])[O:42][CH2:43][C:44]2[CH:49]=[CH:48][CH:47]=[CH:46][CH:45]=2)=[CH:60][C:59]=1[C:61]1[N:65]([CH3:66])[N:64]=[CH:63][C:62]=1[Cl:67]. (4) Given the reactants Cl[C:2]1[N:7]=[C:6]([NH:8][CH2:9][CH2:10][C:11]2[CH:16]=[CH:15][CH:14]=[C:13]([O:17][CH3:18])[CH:12]=2)[C:5]([Cl:19])=[CH:4][N:3]=1.[NH2:20][C:21]1[CH:22]=[C:23]([CH2:27][CH2:28][OH:29])[CH:24]=[CH:25][CH:26]=1.O.C1(C)C=CC(S(O)(=O)=O)=CC=1.C([O-])(O)=O.[Na+], predict the reaction product. The product is: [Cl:19][C:5]1[C:6]([NH:8][CH2:9][CH2:10][C:11]2[CH:16]=[CH:15][CH:14]=[C:13]([O:17][CH3:18])[CH:12]=2)=[N:7][C:2]([NH:20][C:21]2[CH:22]=[C:23]([CH2:27][CH2:28][OH:29])[CH:24]=[CH:25][CH:26]=2)=[N:3][CH:4]=1. (5) Given the reactants CC1(C)[O:6][C@@H:5]([C:7]2[N:8]=[CH:9][C:10]([NH:13][C:14](=[O:37])[C@@H:15]([N:20]3[CH2:24][C:23]([O:25][C:26]4[CH:31]=[CH:30][CH:29]=[C:28]([O:32][CH2:33][CH3:34])[C:27]=4[F:35])=[CH:22][C:21]3=[O:36])[CH2:16][CH:17]([CH3:19])[CH3:18])=[N:11][CH:12]=2)[CH2:4][O:3]1.Cl, predict the reaction product. The product is: [OH:6][C@@H:5]([C:7]1[N:8]=[CH:9][C:10]([NH:13][C:14](=[O:37])[C@@H:15]([N:20]2[CH2:24][C:23]([O:25][C:26]3[CH:31]=[CH:30][CH:29]=[C:28]([O:32][CH2:33][CH3:34])[C:27]=3[F:35])=[CH:22][C:21]2=[O:36])[CH2:16][CH:17]([CH3:18])[CH3:19])=[N:11][CH:12]=1)[CH2:4][OH:3]. (6) Given the reactants [CH3:1][S:2](Cl)(=[O:4])=[O:3].[Cl:6][C:7]1[CH:32]=[CH:31][C:10]2[N:11]3[C:15]([CH2:16][NH:17][CH2:18][C:9]=2[CH:8]=1)=[N:14][N:13]=[C:12]3[CH:19]1[CH2:24][CH2:23][N:22]([C:25]2[CH:30]=[CH:29][CH:28]=[CH:27][N:26]=2)[CH2:21][CH2:20]1, predict the reaction product. The product is: [Cl:6][C:7]1[CH:32]=[CH:31][C:10]2[N:11]3[C:15]([CH2:16][N:17]([S:2]([CH3:1])(=[O:4])=[O:3])[CH2:18][C:9]=2[CH:8]=1)=[N:14][N:13]=[C:12]3[CH:19]1[CH2:20][CH2:21][N:22]([C:25]2[CH:30]=[CH:29][CH:28]=[CH:27][N:26]=2)[CH2:23][CH2:24]1. (7) Given the reactants [CH:1]([O:4][C:5]1[CH:34]=[CH:33][C:8]([O:9][C:10]2[S:11][C:12]([C:15]3[N:19]=[C:18]([CH:20]([N:22]4C(=O)C5C(=CC=CC=5)C4=O)[CH3:21])[O:17][N:16]=3)=[CH:13][N:14]=2)=[CH:7][CH:6]=1)([CH3:3])[CH3:2].ClCCl.O.NN, predict the reaction product. The product is: [CH:1]([O:4][C:5]1[CH:34]=[CH:33][C:8]([O:9][C:10]2[S:11][C:12]([C:15]3[N:19]=[C:18]([CH:20]([NH2:22])[CH3:21])[O:17][N:16]=3)=[CH:13][N:14]=2)=[CH:7][CH:6]=1)([CH3:2])[CH3:3].